Dataset: Full USPTO retrosynthesis dataset with 1.9M reactions from patents (1976-2016). Task: Predict the reactants needed to synthesize the given product. Given the product [OH:15][C:9]1[C:10]([NH:14][C:21]2[C:22](=[O:26])[C:23](=[O:24])[C:20]=2[O:19][CH3:18])=[CH:11][CH:12]=[CH:13][C:8]=1[C:7]([CH2:6][NH:5][CH2:4][C:3]([O:2][CH3:1])=[O:17])=[O:16], predict the reactants needed to synthesize it. The reactants are: [CH3:1][O:2][C:3](=[O:17])[CH2:4][NH:5][CH2:6][C:7](=[O:16])[C:8]1[CH:13]=[CH:12][CH:11]=[C:10]([NH2:14])[C:9]=1[OH:15].[CH3:18][O:19][C:20]1[C:21](=O)[C:22](=[O:26])[C:23]=1[O:24]C.